Dataset: Full USPTO retrosynthesis dataset with 1.9M reactions from patents (1976-2016). Task: Predict the reactants needed to synthesize the given product. (1) The reactants are: [F:1][C:2]1[CH:7]=[CH:6][C:5]([S:8]([C:11]2[CH:18]=[CH:17][CH:16]=[CH:15][C:12]=2[CH:13]=[O:14])(=[O:10])=[O:9])=[CH:4][CH:3]=1.[BH4-].[Na+]. Given the product [F:1][C:2]1[CH:7]=[CH:6][C:5]([S:8]([C:11]2[CH:18]=[CH:17][CH:16]=[CH:15][C:12]=2[CH2:13][OH:14])(=[O:10])=[O:9])=[CH:4][CH:3]=1, predict the reactants needed to synthesize it. (2) Given the product [Cl:1][C:2]1[CH:22]=[CH:21][C:20]([CH:23]2[CH:28]([OH:29])[CH:27]([OH:37])[CH:26]([OH:45])[CH:25]([CH2:53][OH:54])[O:24]2)=[CH:19][C:3]=1[CH2:4][C:5]1[N:6]=[N:7][C:8]([C:11]#[C:12][C:13]2[CH:18]=[CH:17][CH:16]=[CH:15][CH:14]=2)=[CH:9][CH:10]=1, predict the reactants needed to synthesize it. The reactants are: [Cl:1][C:2]1[CH:22]=[CH:21][C:20]([C@H:23]2[C@H:28]([O:29]CC3C=CC=CC=3)[C@@H:27]([O:37]CC3C=CC=CC=3)[C@H:26]([O:45]CC3C=CC=CC=3)[C@@H:25]([CH2:53][O:54]CC3C=CC=CC=3)[O:24]2)=[CH:19][C:3]=1[CH2:4][C:5]1[N:6]=[N:7][C:8]([C:11]#[C:12][C:13]2[CH:18]=[CH:17][CH:16]=[CH:15][CH:14]=2)=[CH:9][CH:10]=1.FC(F)(F)S(O[Si](C)(C)C)(=O)=O.C[O-].[Na+].[H][H]. (3) Given the product [C:1]([C:3]1[C:12]2[C:7](=[CH:8][CH:9]=[CH:10][CH:11]=2)[CH:6]=[CH:5][C:4]=1[CH2:13][CH2:14][CH2:15][CH2:16][CH2:17][CH2:18][CH2:20][CH2:21][CH2:22][CH3:23])#[CH:2], predict the reactants needed to synthesize it. The reactants are: [C:1]([C:3]1[C:12]2[C:7](=[CH:8][CH:9]=[CH:10][CH:11]=2)[CH:6]=[CH:5][C:4]=1[CH2:13][CH2:14][CH2:15][CH2:16][CH2:17][CH3:18])#[CH:2].Br[CH2:20][CH2:21][CH2:22][CH2:23]CC.BrCCCCCCCCCC. (4) Given the product [CH2:32]([NH:34][C:35](=[O:36])[NH:1][C:2]1([CH2:7][N:8]2[CH2:13][CH2:12][CH:11]([CH2:14][NH:15][C:16](=[O:31])[C:17]3[CH:22]=[C:21]([C:23]([F:24])([F:25])[F:26])[CH:20]=[C:19]([C:27]([F:28])([F:29])[F:30])[CH:18]=3)[CH2:10][CH2:9]2)[CH2:6][CH2:5][CH2:4][CH2:3]1)[CH3:33], predict the reactants needed to synthesize it. The reactants are: [NH2:1][C:2]1([CH2:7][N:8]2[CH2:13][CH2:12][CH:11]([CH2:14][NH:15][C:16](=[O:31])[C:17]3[CH:22]=[C:21]([C:23]([F:26])([F:25])[F:24])[CH:20]=[C:19]([C:27]([F:30])([F:29])[F:28])[CH:18]=3)[CH2:10][CH2:9]2)[CH2:6][CH2:5][CH2:4][CH2:3]1.[CH2:32]([N:34]=[C:35]=[O:36])[CH3:33]. (5) Given the product [CH2:1]([C:8]1[C:9]([NH:22][C:23](=[O:32])[C:24]2[CH:29]=[CH:28][CH:27]=[C:26]([O:30][CH3:31])[CH:25]=2)=[N:10][CH:11]=[C:12]([C:14]2[CH:19]=[CH:18][C:17]([O:20][CH3:21])=[CH:16][CH:15]=2)[N:13]=1)[C:2]1[CH:7]=[CH:6][CH:5]=[CH:4][CH:3]=1, predict the reactants needed to synthesize it. The reactants are: [CH2:1]([C:8]1[C:9]([NH2:22])=[N:10][CH:11]=[C:12]([C:14]2[CH:19]=[CH:18][C:17]([O:20][CH3:21])=[CH:16][CH:15]=2)[N:13]=1)[C:2]1[CH:7]=[CH:6][CH:5]=[CH:4][CH:3]=1.[C:23](Cl)(=[O:32])[C:24]1[CH:29]=[CH:28][CH:27]=[C:26]([O:30][CH3:31])[CH:25]=1.O.[K+].[Br-].